From a dataset of Full USPTO retrosynthesis dataset with 1.9M reactions from patents (1976-2016). Predict the reactants needed to synthesize the given product. (1) Given the product [CH2:23]([NH:25][C:26]([C:28]1[CH:33]=[CH:32][C:31]([S:34]([NH:37][C:38]2[CH:39]=[C:40]([F:48])[C:41]([C:42]([NH:15][C@H:14]([C:16]([OH:18])=[O:17])[CH2:13][C:12]3[CH:20]=[CH:21][C:9]([N:4]4[C:5](=[O:8])[CH:6]=[CH:7][N:2]([CH3:1])[C:3]4=[O:22])=[CH:10][CH:11]=3)=[O:43])=[C:45]([F:47])[CH:46]=2)(=[O:36])=[O:35])=[CH:30][CH:29]=1)=[O:27])[CH3:24], predict the reactants needed to synthesize it. The reactants are: [CH3:1][N:2]1[CH:7]=[CH:6][C:5](=[O:8])[N:4]([C:9]2[CH:21]=[CH:20][C:12]([CH2:13][C@@H:14]([C:16]([O:18]C)=[O:17])[NH2:15])=[CH:11][CH:10]=2)[C:3]1=[O:22].[CH2:23]([NH:25][C:26]([C:28]1[CH:33]=[CH:32][C:31]([S:34]([NH:37][C:38]2[CH:46]=[C:45]([F:47])[C:41]([C:42](O)=[O:43])=[C:40]([F:48])[CH:39]=2)(=[O:36])=[O:35])=[CH:30][CH:29]=1)=[O:27])[CH3:24].CN(C(ON1N=NC2C=CC=NC1=2)=[N+](C)C)C.F[P-](F)(F)(F)(F)F.C(N(C(C)C)CC)(C)C. (2) Given the product [CH:3]1([CH2:2][NH:1][C:9](=[O:16])[CH2:10][CH2:11][CH2:12][CH2:13][CH2:14][CH3:15])[CH2:8][CH2:7][CH2:6][CH2:5][CH2:4]1, predict the reactants needed to synthesize it. The reactants are: [NH2:1][CH2:2][CH:3]1[CH2:8][CH2:7][CH2:6][CH2:5][CH2:4]1.[C:9](O)(=[O:16])[CH2:10][CH2:11][CH2:12][CH2:13][CH2:14][CH3:15].Cl.C(N=C=NCCCN(C)C)C. (3) Given the product [CH2:9]([NH:8][C:5]1[N:4]=[C:3]([NH:26][C:27]2[CH:32]=[CH:31][C:30]([P:33]([CH3:35])([CH3:36])=[O:34])=[CH:29][C:28]=2[S:37]([CH:40]([CH3:42])[CH3:41])(=[O:38])=[O:39])[C:2]([Cl:1])=[CH:7][N:6]=1)[C:44]1[CH:49]=[CH:48][CH:47]=[CH:46][CH:45]=1, predict the reactants needed to synthesize it. The reactants are: [Cl:1][C:2]1[C:3]([NH:26][C:27]2[CH:32]=[CH:31][C:30]([P:33]([CH3:36])([CH3:35])=[O:34])=[CH:29][C:28]=2[S:37]([CH:40]([CH3:42])[CH3:41])(=[O:39])=[O:38])=[N:4][C:5]([NH:8][C:9]2SC(N3CCN(C4C=CC=CN=4)CC3)=NN=2)=[N:6][CH:7]=1.C(N)[C:44]1[CH:49]=[CH:48][CH:47]=[CH:46][CH:45]=1. (4) Given the product [NH2:12][C:10]1[S:11][C:7]([C:5]2[CH:4]=[CH:3][N:33]=[C:31]([NH:30][C:26]3[CH:25]=[C:24]([S:21]([NH:20][CH3:19])(=[O:22])=[O:23])[CH:29]=[CH:28][CH:27]=3)[N:32]=2)=[C:8]([CH3:17])[N:9]=1, predict the reactants needed to synthesize it. The reactants are: CN(C)[CH:3]=[CH:4][C:5]([C:7]1[S:11][C:10]([N:12]=CN(C)C)=[N:9][C:8]=1[CH3:17])=O.[CH3:19][NH:20][S:21]([C:24]1[CH:29]=[CH:28][CH:27]=[C:26]([NH:30][C:31]([NH2:33])=[NH:32])[CH:25]=1)(=[O:23])=[O:22]. (5) Given the product [NH:12]1[CH:13]=[C:20]([C:15]2[CH:16]=[CH:17][CH:18]=[CH:19][N:14]=2)[N:27]=[CH:11]1, predict the reactants needed to synthesize it. The reactants are: S([CH2:11][N+:12]#[C-:13])(C1C=CC(C)=CC=1)(=O)=O.[N:14]1[CH:19]=[CH:18][CH:17]=[CH:16][C:15]=1[CH:20]=O.[C-]#N.[Na+].O1CC[N:27]=C1.